Dataset: Forward reaction prediction with 1.9M reactions from USPTO patents (1976-2016). Task: Predict the product of the given reaction. (1) Given the reactants [NH2:1][C:2]1[CH:7]=[CH:6][C:5]([N:8]2[C:12]3=[N:13][CH:14]=[N:15][C:16]([NH2:17])=[C:11]3[CH:10]=[N:9]2)=[CH:4][CH:3]=1.C[N:19]1C=CN=[C:20]1[S:24](Cl)(=[O:26])=[O:25].C(N(C(C)C)CC)(C)C.[CH3:37][N:38]([CH:40]=O)[CH3:39], predict the reaction product. The product is: [NH2:17][C:16]1[N:15]=[CH:14][N:13]=[C:12]2[N:8]([C:5]3[CH:6]=[CH:7][C:2]([NH:1][S:24]([C:20]4[N:19]=[CH:37][N:38]([CH3:39])[CH:40]=4)(=[O:26])=[O:25])=[CH:3][CH:4]=3)[N:9]=[CH:10][C:11]=12. (2) Given the reactants Cl[C:2]1[N:7]2[N:8]=[C:9]([C:23]3[CH:28]=[CH:27][CH:26]=[C:25]([CH3:29])[CH:24]=3)[C:10]([C:11]3[CH:16]=[CH:15][N:14]=[C:13]([NH:17][CH:18]4[CH2:22][CH2:21][CH2:20][CH2:19]4)[N:12]=3)=[C:6]2[CH:5]=[CH:4][CH:3]=1.C1(P(C2C=CC=CC=2)C2C=CC3C(=CC=CC=3)C=2C2C3C(=CC=CC=3)C=CC=2P(C2C=CC=CC=2)C2C=CC=CC=2)C=CC=CC=1.C(=O)([O-])[O-].[Cs+].[Cs+].CCOCC.[CH:87]1([NH2:92])[CH2:91][CH2:90][CH2:89][CH2:88]1, predict the reaction product. The product is: [CH:87]1([NH:92][C:2]2[N:7]3[N:8]=[C:9]([C:23]4[CH:28]=[CH:27][CH:26]=[C:25]([CH3:29])[CH:24]=4)[C:10]([C:11]4[CH:16]=[CH:15][N:14]=[C:13]([NH:17][CH:18]5[CH2:22][CH2:21][CH2:20][CH2:19]5)[N:12]=4)=[C:6]3[CH:5]=[CH:4][CH:3]=2)[CH2:91][CH2:90][CH2:89][CH2:88]1. (3) Given the reactants Cl.Cl.C[C@H]1C2C(N3CCNCC3)=NC=NC=2[C@H:6]([OH:19])C1.[C:20]([O:24][C:25]([N:27]([CH:40]([CH3:42])[CH3:41])C[C@H](C1C=CC(Cl)=CC=1)C(O)=O)=[O:26])([CH3:23])(C)C.CCN(C(C)C)C(C)C.CN(C(ON1N=NC2C=CC=CC1=2)=[N+](C)C)C.F[P-](F)(F)(F)(F)F, predict the reaction product. The product is: [O:19]=[CH:6][CH2:23][CH2:20][O:24][C:25](=[O:26])[NH:27][CH:40]([CH3:41])[CH3:42]. (4) Given the reactants [NH:1]1[C:9]2[C:4](=[CH:5][CH:6]=[CH:7][CH:8]=2)[CH:3]=[C:2]1[CH2:10][OH:11].I(C1C=CC=CC=1C(O)=O)(=O)=O, predict the reaction product. The product is: [NH:1]1[C:9]2[C:4](=[CH:5][CH:6]=[CH:7][CH:8]=2)[CH:3]=[C:2]1[CH:10]=[O:11]. (5) The product is: [O:19]1[C:18]2[C:13](=[N:14][CH:15]=[CH:16][CH:17]=2)[N:12]=[C:2]1[C:3]1[CH:8]=[CH:7][C:6]([OH:9])=[CH:5][CH:4]=1. Given the reactants F[C:2](F)(F)[C:3]1[CH:8]=[CH:7][C:6]([OH:9])=[CH:5][CH:4]=1.[NH2:12][C:13]1[C:18]([OH:19])=[CH:17][CH:16]=[CH:15][N:14]=1.Cl, predict the reaction product.